Dataset: Reaction yield outcomes from USPTO patents with 853,638 reactions. Task: Predict the reaction yield, written as a fraction of the theoretical maximum amount of product (1.0 means a 100% yield; for example, 0.34 means a 34% yield). The product is [C:1]([OH:5])(=[O:4])[CH2:2][OH:3].[C:16]([NH:10][CH2:11][CH2:12][C:13]([OH:15])=[O:14])([O:18][CH2:19][C:20]1[CH:25]=[CH:24][CH:23]=[CH:22][CH:21]=1)=[O:17]. The catalyst is C(O)=O. The yield is 0.800. The reactants are [C:1]([OH:5])(=[O:4])[CH2:2][OH:3].C([N:10]([C:16]([O:18][CH2:19][C:20]1[CH:25]=[CH:24][CH:23]=[CH:22][CH:21]=1)=[O:17])[CH2:11][CH2:12][C:13]([OH:15])=[O:14])(C)(C)C.